This data is from NCI-60 drug combinations with 297,098 pairs across 59 cell lines. The task is: Regression. Given two drug SMILES strings and cell line genomic features, predict the synergy score measuring deviation from expected non-interaction effect. (1) Drug 1: CCC1(CC2CC(C3=C(CCN(C2)C1)C4=CC=CC=C4N3)(C5=C(C=C6C(=C5)C78CCN9C7C(C=CC9)(C(C(C8N6C=O)(C(=O)OC)O)OC(=O)C)CC)OC)C(=O)OC)O.OS(=O)(=O)O. Drug 2: C1C(C(OC1N2C=NC3=C(N=C(N=C32)Cl)N)CO)O. Cell line: MDA-MB-435. Synergy scores: CSS=23.7, Synergy_ZIP=-8.66, Synergy_Bliss=-5.89, Synergy_Loewe=-24.0, Synergy_HSA=-4.31. (2) Drug 1: C1=CN(C=N1)CC(O)(P(=O)(O)O)P(=O)(O)O. Drug 2: C(CCl)NC(=O)N(CCCl)N=O. Cell line: HCT-15. Synergy scores: CSS=6.41, Synergy_ZIP=-3.19, Synergy_Bliss=-6.40, Synergy_Loewe=0.123, Synergy_HSA=-4.98. (3) Drug 1: CC(CN1CC(=O)NC(=O)C1)N2CC(=O)NC(=O)C2. Drug 2: CCC1(C2=C(COC1=O)C(=O)N3CC4=CC5=C(C=CC(=C5CN(C)C)O)N=C4C3=C2)O.Cl. Cell line: T-47D. Synergy scores: CSS=16.0, Synergy_ZIP=-8.21, Synergy_Bliss=-2.22, Synergy_Loewe=-4.31, Synergy_HSA=-3.10. (4) Drug 1: CCC1=CC2CC(C3=C(CN(C2)C1)C4=CC=CC=C4N3)(C5=C(C=C6C(=C5)C78CCN9C7C(C=CC9)(C(C(C8N6C)(C(=O)OC)O)OC(=O)C)CC)OC)C(=O)OC.C(C(C(=O)O)O)(C(=O)O)O. Drug 2: COC1=C2C(=CC3=C1OC=C3)C=CC(=O)O2. Cell line: PC-3. Synergy scores: CSS=9.84, Synergy_ZIP=-0.515, Synergy_Bliss=-0.404, Synergy_Loewe=-31.5, Synergy_HSA=-0.231. (5) Drug 1: CCCCC(=O)OCC(=O)C1(CC(C2=C(C1)C(=C3C(=C2O)C(=O)C4=C(C3=O)C=CC=C4OC)O)OC5CC(C(C(O5)C)O)NC(=O)C(F)(F)F)O. Drug 2: C(CC(=O)O)C(=O)CN.Cl. Cell line: MOLT-4. Synergy scores: CSS=71.8, Synergy_ZIP=-6.55, Synergy_Bliss=-7.09, Synergy_Loewe=-12.7, Synergy_HSA=-6.36. (6) Drug 1: CCCS(=O)(=O)NC1=C(C(=C(C=C1)F)C(=O)C2=CNC3=C2C=C(C=N3)C4=CC=C(C=C4)Cl)F. Drug 2: CS(=O)(=O)OCCCCOS(=O)(=O)C. Cell line: RXF 393. Synergy scores: CSS=14.6, Synergy_ZIP=-1.53, Synergy_Bliss=2.65, Synergy_Loewe=4.18, Synergy_HSA=4.58. (7) Drug 1: CCCS(=O)(=O)NC1=C(C(=C(C=C1)F)C(=O)C2=CNC3=C2C=C(C=N3)C4=CC=C(C=C4)Cl)F. Drug 2: C1=CC(=CC=C1CCC2=CNC3=C2C(=O)NC(=N3)N)C(=O)NC(CCC(=O)O)C(=O)O. Cell line: RPMI-8226. Synergy scores: CSS=50.5, Synergy_ZIP=5.71, Synergy_Bliss=7.27, Synergy_Loewe=-14.4, Synergy_HSA=5.12.